Dataset: Reaction yield outcomes from USPTO patents with 853,638 reactions. Task: Predict the reaction yield, written as a fraction of the theoretical maximum amount of product (1.0 means a 100% yield; for example, 0.34 means a 34% yield). (1) The product is [CH3:8][C:4]([CH3:7])([CH2:5][CH3:6])[C:3](=[O:9])[C:2]([N:10]1[CH2:14][CH2:13][CH2:12][C@H:11]1[C:15]([O:17][CH2:26][CH2:25][CH2:24][C:18]1[CH:23]=[CH:22][CH:21]=[CH:20][CH:19]=1)=[O:16])=[O:1]. The yield is 0.800. The reactants are [O:1]=[C:2]([N:10]1[CH2:14][CH2:13][CH2:12][C@H:11]1[C:15]([OH:17])=[O:16])[C:3](=[O:9])[C:4]([CH3:8])([CH3:7])[CH2:5][CH3:6].[C:18]1([CH2:24][CH2:25][CH2:26]O)[CH:23]=[CH:22][CH:21]=[CH:20][CH:19]=1.C1(N=C=NC2CCCCC2)CCCCC1.C12(CS(O)(=O)=O)C(C)(C)C(CC1)CC2=O. The catalyst is CN(C)C1C=CN=CC=1.C(Cl)Cl. (2) The yield is 0.0800. The product is [Cl:1][C:2]1[CH:3]=[CH:4][C:5]([OH:11])=[C:6]([CH:10]=1)[C:7]([NH:12][C:13]1[S:14][CH:15]=[C:16]([C:18]2[CH:23]=[CH:22][C:21]([Cl:24])=[CH:20][C:19]=2[Cl:25])[N:17]=1)=[O:9]. No catalyst specified. The reactants are [Cl:1][C:2]1[CH:10]=[C:6]([C:7]([OH:9])=O)[C:5]([OH:11])=[CH:4][CH:3]=1.[NH2:12][C:13]1[S:14][CH:15]=[C:16]([C:18]2[CH:23]=[CH:22][C:21]([Cl:24])=[CH:20][C:19]=2[Cl:25])[N:17]=1. (3) The yield is 0.610. The product is [C:24]([C:11]1[C:12](=[O:23])[N:13]([CH2:14][C:15]2[CH:20]=[CH:19][C:18]([CH3:21])=[CH:17][C:16]=2[CH3:22])[C:8]([C:5]2[CH:4]=[CH:3][C:2]([C:37]3[CH:38]=[CH:39][CH:40]=[C:35](/[CH:34]=[CH:33]/[C:32]([O:31][CH3:30])=[O:44])[CH:36]=3)=[CH:7][CH:6]=2)=[CH:9][C:10]=1[C:26]([F:27])([F:29])[F:28])#[N:25]. The catalyst is CN(C=O)C.COCCOC.C1C=CC([P]([Pd]([P](C2C=CC=CC=2)(C2C=CC=CC=2)C2C=CC=CC=2)([P](C2C=CC=CC=2)(C2C=CC=CC=2)C2C=CC=CC=2)[P](C2C=CC=CC=2)(C2C=CC=CC=2)C2C=CC=CC=2)(C2C=CC=CC=2)C2C=CC=CC=2)=CC=1. The reactants are Br[C:2]1[CH:7]=[CH:6][C:5]([C:8]2[N:13]([CH2:14][C:15]3[CH:20]=[CH:19][C:18]([CH3:21])=[CH:17][C:16]=3[CH3:22])[C:12](=[O:23])[C:11]([C:24]#[N:25])=[C:10]([C:26]([F:29])([F:28])[F:27])[CH:9]=2)=[CH:4][CH:3]=1.[CH3:30][O:31][C:32](=[O:44])/[CH:33]=[CH:34]/[C:35]1[CH:36]=[C:37](B(O)O)[CH:38]=[CH:39][CH:40]=1.C(=O)([O-])[O-].[K+].[K+]. (4) The reactants are [H-].[Na+].[N+:3]([C:6]1[CH:11]=[CH:10][C:9]([SH:12])=[CH:8][CH:7]=1)([O-:5])=[O:4].Cl[C:14]1[S:18][C:17]([C:19](=[O:21])[CH3:20])=[CH:16][C:15]=1[N+:22]([O-:24])=[O:23]. The catalyst is O. The product is [N+:22]([C:15]1[CH:16]=[C:17]([C:19](=[O:21])[CH3:20])[S:18][C:14]=1[S:12][C:9]1[CH:10]=[CH:11][C:6]([N+:3]([O-:5])=[O:4])=[CH:7][CH:8]=1)([O-:24])=[O:23]. The yield is 0.380. (5) The reactants are [CH2:1]([O:3][C:4](=[O:18])[CH2:5][CH2:6][CH2:7][O:8][C:9]1[CH:14]=[CH:13][C:12](Br)=[CH:11][C:10]=1[O:16][CH3:17])[CH3:2].[B:19]1([B:19]2[O:23][C:22]([CH3:25])([CH3:24])[C:21]([CH3:27])([CH3:26])[O:20]2)[O:23][C:22]([CH3:25])([CH3:24])[C:21]([CH3:27])([CH3:26])[O:20]1. No catalyst specified. The product is [CH2:1]([O:3][C:4](=[O:18])[CH2:5][CH2:6][CH2:7][O:8][C:9]1[CH:14]=[CH:13][C:12]([B:19]2[O:23][C:22]([CH3:25])([CH3:24])[C:21]([CH3:27])([CH3:26])[O:20]2)=[CH:11][C:10]=1[O:16][CH3:17])[CH3:2]. The yield is 0.540. (6) The reactants are [CH3:1][S:2]([C:5]1[CH:10]=[CH:9][C:8](B(O)O)=[CH:7][CH:6]=1)(=[O:4])=[O:3].Br[C:15]1[N:20]=[CH:19][C:18]([O:21][CH2:22][CH:23]2[CH2:28][CH2:27][N:26]([C:29]([O:31][C:32]([CH3:35])([CH3:34])[CH3:33])=[O:30])[CH2:25][CH2:24]2)=[CH:17][CH:16]=1.COCCOC.C([O-])([O-])=O.[Na+].[Na+]. The catalyst is Cl[Pd](Cl)([P](C1C=CC=CC=1)(C1C=CC=CC=1)C1C=CC=CC=1)[P](C1C=CC=CC=1)(C1C=CC=CC=1)C1C=CC=CC=1.O. The product is [CH3:1][S:2]([C:5]1[CH:10]=[CH:9][C:8]([C:15]2[N:20]=[CH:19][C:18]([O:21][CH2:22][CH:23]3[CH2:24][CH2:25][N:26]([C:29]([O:31][C:32]([CH3:35])([CH3:34])[CH3:33])=[O:30])[CH2:27][CH2:28]3)=[CH:17][CH:16]=2)=[CH:7][CH:6]=1)(=[O:4])=[O:3]. The yield is 0.580.